Dataset: Full USPTO retrosynthesis dataset with 1.9M reactions from patents (1976-2016). Task: Predict the reactants needed to synthesize the given product. (1) Given the product [OH:12][CH:13]([CH2:16][N:17]=[N+:18]=[N-:19])[CH3:14].[S:1]([C:4]1[CH:10]=[CH:9][C:7]([CH3:8])=[CH:6][CH:5]=1)([O-:12])(=[O:3])=[O:2], predict the reactants needed to synthesize it. The reactants are: [S:1](Cl)([C:4]1[CH:10]=[CH:9][C:7]([CH3:8])=[CH:6][CH:5]=1)(=[O:3])=[O:2].[OH:12][CH:13]([CH2:16][N:17]=[N+:18]=[N-:19])[CH2:14]O.C(N(CC)CC)C. (2) Given the product [O:10]1[C:6]2[CH:5]=[CH:4][N:3]=[C:2]([NH2:11])[C:7]=2[CH:8]=[CH:9]1, predict the reactants needed to synthesize it. The reactants are: Cl[C:2]1[C:7]2[CH:8]=[CH:9][O:10][C:6]=2[CH:5]=[CH:4][N:3]=1.[NH3:11]. (3) Given the product [Cl:14][C:4]1[N:3]=[C:2]([N:23]2[CH:22]([C:19]3[CH:18]=[CH:17][C:16]([F:15])=[CH:21][CH:20]=3)[CH2:26][O:25][C:24]2=[O:27])[CH:7]=[C:6]([C:8]2[CH:9]=[N:10][N:11]([CH3:13])[CH:12]=2)[CH:5]=1, predict the reactants needed to synthesize it. The reactants are: Cl[C:2]1[CH:7]=[C:6]([C:8]2[CH:9]=[N:10][N:11]([CH3:13])[CH:12]=2)[CH:5]=[C:4]([Cl:14])[N:3]=1.[F:15][C:16]1[CH:21]=[CH:20][C:19]([CH:22]2[CH2:26][O:25][C:24](=[O:27])[NH:23]2)=[CH:18][CH:17]=1.P([O-])([O-])([O-])=O.[K+].[K+].[K+].O1CCOCC1. (4) Given the product [NH:19]1[C:27]2[CH:26]=[CH:25][N:24]=[CH:23][C:22]=2[CH:21]=[C:20]1[C:28]([NH:1][CH2:2][CH2:3][CH2:4][CH2:5][CH:6]1[CH2:7][CH2:8][N:9]([C:12]([O:14][C:15]([CH3:18])([CH3:17])[CH3:16])=[O:13])[CH2:10][CH2:11]1)=[O:29], predict the reactants needed to synthesize it. The reactants are: [NH2:1][CH2:2][CH2:3][CH2:4][CH2:5][CH:6]1[CH2:11][CH2:10][N:9]([C:12]([O:14][C:15]([CH3:18])([CH3:17])[CH3:16])=[O:13])[CH2:8][CH2:7]1.[NH:19]1[C:27]2[CH:26]=[CH:25][N:24]=[CH:23][C:22]=2[CH:21]=[C:20]1[C:28](O)=[O:29].CS(C)=O.CCN(CC)CC.CN(C(ON1N=NC2C=CC=CC1=2)=[N+](C)C)C.F[P-](F)(F)(F)(F)F. (5) Given the product [F:1][C:2]1[CH:3]=[CH:4][C:5]([N:8]2[C:11](=[O:12])[C@H:10]([S:13][CH2:14][C:15]([C:17]3[CH:22]=[CH:21][C:20]([F:23])=[CH:19][CH:18]=3)=[O:16])[C@H:9]2[C:24]2[CH:25]=[CH:26][C:27]([O:28][CH2:29][C:49]([NH:43][CH2:42][C:41]([NH:40][CH2:39][C:38]([OH:37])=[O:45])=[O:44])=[O:50])=[CH:33][CH:34]=2)=[CH:6][CH:7]=1, predict the reactants needed to synthesize it. The reactants are: [F:1][C:2]1[CH:7]=[CH:6][C:5]([N:8]2[C:11](=[O:12])[C@H:10]([S:13][CH2:14][C:15]([C:17]3[CH:22]=[CH:21][C:20]([F:23])=[CH:19][CH:18]=3)=[O:16])[C@H:9]2[C:24]2[CH:34]=[CH:33][C:27]([O:28][CH2:29]C(O)=O)=[CH:26][CH:25]=2)=[CH:4][CH:3]=1.Cl.C[O:37][C:38](=[O:45])[CH2:39][NH:40][C:41](=[O:44])[CH2:42][NH2:43].CN1CC[O:50][CH2:49]C1.CN(C(ON1N=NC2C=CC=CC1=2)=[N+](C)C)C.[B-](F)(F)(F)F.C1CN2C(=NCCC2)C1.C([O-])(=O)C.[NH4+]. (6) Given the product [CH3:1][C:2]1[C:6]([CH2:7][O:8][C:9]2[CH:14]=[CH:13][C:12]([S:15]([N:18]([C:23]3[CH:33]=[CH:32][C:26]([CH2:27][OH:28])=[CH:25][C:24]=3[CH3:34])[CH2:19][CH:20]([CH3:22])[CH3:21])(=[O:17])=[O:16])=[CH:11][CH:10]=2)=[C:5]([CH3:35])[O:4][N:3]=1, predict the reactants needed to synthesize it. The reactants are: [CH3:1][C:2]1[C:6]([CH2:7][O:8][C:9]2[CH:14]=[CH:13][C:12]([S:15]([N:18]([C:23]3[CH:33]=[CH:32][C:26]([C:27](OCC)=[O:28])=[CH:25][C:24]=3[CH3:34])[CH2:19][CH:20]([CH3:22])[CH3:21])(=[O:17])=[O:16])=[CH:11][CH:10]=2)=[C:5]([CH3:35])[O:4][N:3]=1.[H-].[H-].[H-].[H-].[Li+].[Al+3].C(OCC)C. (7) Given the product [ClH:24].[CH:1]1([CH2:4][O:5][C:6]2([C:17]3[CH:22]=[CH:21][CH:20]=[CH:19][C:18]=3[CH3:23])[CH2:7][NH:8][CH2:9]2)[CH2:2][CH2:3]1, predict the reactants needed to synthesize it. The reactants are: [CH:1]1([CH2:4][O:5][C:6]2([C:17]3[CH:22]=[CH:21][CH:20]=[CH:19][C:18]=3[CH3:23])[CH2:9][N:8](C(OC(C)(C)C)=O)[CH2:7]2)[CH2:3][CH2:2]1.[ClH:24].